From a dataset of NCI-60 drug combinations with 297,098 pairs across 59 cell lines. Regression. Given two drug SMILES strings and cell line genomic features, predict the synergy score measuring deviation from expected non-interaction effect. (1) Drug 1: C1CCC(C1)C(CC#N)N2C=C(C=N2)C3=C4C=CNC4=NC=N3. Drug 2: CC1C(C(CC(O1)OC2CC(OC(C2O)C)OC3=CC4=CC5=C(C(=O)C(C(C5)C(C(=O)C(C(C)O)O)OC)OC6CC(C(C(O6)C)O)OC7CC(C(C(O7)C)O)OC8CC(C(C(O8)C)O)(C)O)C(=C4C(=C3C)O)O)O)O. Synergy scores: CSS=4.36, Synergy_ZIP=-0.0485, Synergy_Bliss=0.424, Synergy_Loewe=1.82, Synergy_HSA=0.0932. Cell line: OVCAR-4. (2) Drug 1: C1CC(=O)NC(=O)C1N2CC3=C(C2=O)C=CC=C3N. Drug 2: C1=C(C(=O)NC(=O)N1)F. Cell line: SW-620. Synergy scores: CSS=48.8, Synergy_ZIP=-0.664, Synergy_Bliss=-1.31, Synergy_Loewe=-6.93, Synergy_HSA=2.13. (3) Drug 1: C1=NC(=NC(=O)N1C2C(C(C(O2)CO)O)O)N. Drug 2: C(CN)CNCCSP(=O)(O)O. Cell line: TK-10. Synergy scores: CSS=4.88, Synergy_ZIP=-0.0235, Synergy_Bliss=4.57, Synergy_Loewe=-0.616, Synergy_HSA=2.40. (4) Drug 1: C1=CC=C(C=C1)NC(=O)CCCCCCC(=O)NO. Drug 2: C1CNP(=O)(OC1)N(CCCl)CCCl. Cell line: HOP-62. Synergy scores: CSS=25.6, Synergy_ZIP=1.84, Synergy_Bliss=3.04, Synergy_Loewe=-67.7, Synergy_HSA=-1.77. (5) Drug 2: C(CC(=O)O)C(=O)CN.Cl. Synergy scores: CSS=27.0, Synergy_ZIP=-9.99, Synergy_Bliss=-7.34, Synergy_Loewe=-16.9, Synergy_HSA=-6.15. Drug 1: C1=CC(=CC=C1CCCC(=O)O)N(CCCl)CCCl. Cell line: U251. (6) Drug 1: CC1OCC2C(O1)C(C(C(O2)OC3C4COC(=O)C4C(C5=CC6=C(C=C35)OCO6)C7=CC(=C(C(=C7)OC)O)OC)O)O. Drug 2: CC1=C(N=C(N=C1N)C(CC(=O)N)NCC(C(=O)N)N)C(=O)NC(C(C2=CN=CN2)OC3C(C(C(C(O3)CO)O)O)OC4C(C(C(C(O4)CO)O)OC(=O)N)O)C(=O)NC(C)C(C(C)C(=O)NC(C(C)O)C(=O)NCCC5=NC(=CS5)C6=NC(=CS6)C(=O)NCCC[S+](C)C)O. Cell line: MCF7. Synergy scores: CSS=38.6, Synergy_ZIP=2.85, Synergy_Bliss=3.81, Synergy_Loewe=1.45, Synergy_HSA=2.04. (7) Drug 1: CCCCCOC(=O)NC1=NC(=O)N(C=C1F)C2C(C(C(O2)C)O)O. Drug 2: CCC1=C2CN3C(=CC4=C(C3=O)COC(=O)C4(CC)O)C2=NC5=C1C=C(C=C5)O. Cell line: K-562. Synergy scores: CSS=4.11, Synergy_ZIP=11.1, Synergy_Bliss=7.51, Synergy_Loewe=-41.1, Synergy_HSA=-7.90.